From a dataset of Full USPTO retrosynthesis dataset with 1.9M reactions from patents (1976-2016). Predict the reactants needed to synthesize the given product. (1) Given the product [Cl:1][C:2]1[N:11]=[C:10]2[C:5]([CH:6]=[CH:7][C:8](=[O:12])[N:9]2[CH2:23][CH2:24][CH2:25][O:26][CH3:27])=[CH:4][CH:3]=1, predict the reactants needed to synthesize it. The reactants are: [Cl:1][C:2]1[N:11]=[C:10]2[C:5]([CH:6]=[CH:7][C:8](=[O:12])[NH:9]2)=[CH:4][CH:3]=1.C[Si]([N-][Si](C)(C)C)(C)C.[Li+].[CH2:23]1[CH2:27][O:26][CH2:25][CH2:24]1.BrCCCOC. (2) Given the product [OH:41][C:35]([C:37]([F:40])([F:39])[F:38])=[O:36].[NH2:7][C:8]1[CH:13]=[CH:12][C:11]([CH2:14][N:15]2[S:16](=[O:33])(=[O:32])[NH:17][C:18](=[O:20])[CH2:19]2)=[CH:10][CH:9]=1, predict the reactants needed to synthesize it. The reactants are: C(OC(=O)[NH:7][C:8]1[CH:13]=[CH:12][C:11]([CH2:14][N:15]2[CH2:19][C:18](=[O:20])[N:17](CC3C=CC(OC)=CC=3OC)[S:16]2(=[O:33])=[O:32])=[CH:10][CH:9]=1)(C)(C)C.[C:35]([OH:41])([C:37]([F:40])([F:39])[F:38])=[O:36]. (3) Given the product [OH:42][C@@H:41]([CH2:40][O:39][CH3:38])[CH2:43][N:13]1[CH2:14][CH2:15][N:10]([CH2:9][C:7]2[CH:6]=[CH:5][C:4]([NH:16][C:17]3[N:22]=[CH:21][C:20]4=[CH:23][CH:24]=[C:25]([C:26]5[CH:31]=[CH:30][CH:29]=[CH:28][C:27]=5[N:32]([CH3:37])[S:33]([CH3:36])(=[O:35])=[O:34])[N:19]4[N:18]=3)=[C:3]([O:2][CH3:1])[CH:8]=2)[CH2:11][CH2:12]1, predict the reactants needed to synthesize it. The reactants are: [CH3:1][O:2][C:3]1[CH:8]=[C:7]([CH2:9][N:10]2[CH2:15][CH2:14][NH:13][CH2:12][CH2:11]2)[CH:6]=[CH:5][C:4]=1[NH:16][C:17]1[N:22]=[CH:21][C:20]2=[CH:23][CH:24]=[C:25]([C:26]3[CH:31]=[CH:30][CH:29]=[CH:28][C:27]=3[N:32]([CH3:37])[S:33]([CH3:36])(=[O:35])=[O:34])[N:19]2[N:18]=1.[CH3:38][O:39][CH2:40][C@H:41]1[CH2:43][O:42]1. (4) Given the product [CH3:13][C:14]1[N:15]([CH3:41])[C:16]2[C:22]([NH:23][C:11]([NH:10][C:4]3[CH:3]=[C:2]([F:1])[CH:7]=[CH:6][C:5]=3[O:8][CH3:9])=[S:12])=[CH:21][CH:20]=[CH:19][C:17]=2[N:18]=1, predict the reactants needed to synthesize it. The reactants are: [F:1][C:2]1[CH:7]=[CH:6][C:5]([O:8][CH3:9])=[C:4]([N:10]=[C:11]=[S:12])[CH:3]=1.[CH3:13][C:14]1[N:15]([CH3:41])[C:16]2[C:22]([NH:23]C(=S)NC3C=C(S(N)(=O)=O)C=CC=3OC(C)C)=[CH:21][CH:20]=[CH:19][C:17]=2[N:18]=1. (5) Given the product [Cl:27][C:28]1[CH:29]=[N:30][CH:31]=[C:32]([CH:36]=1)[C:33]([NH:1][CH2:2][C@H:3]1[N:10]([C:11]([C:13]2[N:14]=[C:15]([CH3:25])[S:16][C:17]=2[C:18]2[CH:19]=[C:20]([CH3:24])[CH:21]=[CH:22][CH:23]=2)=[O:12])[CH2:9][C@H:8]2[C@@H:4]1[CH2:5][CH:6]([CH3:26])[CH2:7]2)=[O:34], predict the reactants needed to synthesize it. The reactants are: [NH2:1][CH2:2][C@H:3]1[N:10]([C:11]([C:13]2[N:14]=[C:15]([CH3:25])[S:16][C:17]=2[C:18]2[CH:19]=[C:20]([CH3:24])[CH:21]=[CH:22][CH:23]=2)=[O:12])[CH2:9][C@H:8]2[C@@H:4]1[CH2:5][CH:6]([CH3:26])[CH2:7]2.[Cl:27][C:28]1[CH:29]=[N:30][CH:31]=[C:32]([CH:36]=1)[C:33](O)=[O:34]. (6) Given the product [CH:24]1([N:21]2[CH2:22][CH2:23][N:18]([C:16](=[O:17])[CH2:15][N:8]3[CH2:7][CH2:6][C:5]4[C:4]5[C:12](=[CH:13][CH:14]=[C:2]([C:28]#[N:29])[CH:3]=5)[NH:11][C:10]=4[CH2:9]3)[CH2:19][CH2:20]2)[CH2:25][CH2:26][CH2:27]1, predict the reactants needed to synthesize it. The reactants are: Br[C:2]1[CH:3]=[C:4]2[C:12](=[CH:13][CH:14]=1)[NH:11][C:10]1[CH2:9][N:8]([CH2:15][C:16]([N:18]3[CH2:23][CH2:22][N:21]([CH:24]4[CH2:27][CH2:26][CH2:25]4)[CH2:20][CH2:19]3)=[O:17])[CH2:7][CH2:6][C:5]2=1.[CH3:28][N:29](C=O)C.